This data is from Catalyst prediction with 721,799 reactions and 888 catalyst types from USPTO. The task is: Predict which catalyst facilitates the given reaction. (1) The catalyst class is: 1. Reactant: [S:1]=[C:2]1[C:7]2[N:8]3[C:14](=[C:15]([C:16]#[N:17])[C:6]=2[N:5]=[CH:4][NH:3]1)[CH2:13][CH2:12][CH2:11][CH2:10][CH2:9]3.[Al+3].[Cl-].[Cl-].[Cl-].[N-:22]=[N+:23]=[N-:24].[Na+].Cl. Product: [N:17]1[NH:22][N:23]=[N:24][C:16]=1[C:15]1[C:6]2[N:5]=[CH:4][NH:3][C:2](=[S:1])[C:7]=2[N:8]2[C:14]=1[CH2:13][CH2:12][CH2:11][CH2:10][CH2:9]2. (2) Reactant: [CH3:1][C:2]([O:5][C:6]([N:8]1[C@H:13]([CH2:14][CH3:15])[CH2:12][O:11][C@H:10]([C:16]([OH:18])=O)[CH2:9]1)=[O:7])([CH3:4])[CH3:3].[CH:19]1([NH2:25])[CH2:24][CH2:23][CH2:22][CH2:21][CH2:20]1.C1C=NC2N(O)N=NC=2C=1.C(Cl)CCl. Product: [CH:19]1([NH:25][C:16]([C@H:10]2[O:11][CH2:12][C@@H:13]([CH2:14][CH3:15])[N:8]([C:6]([O:5][C:2]([CH3:1])([CH3:3])[CH3:4])=[O:7])[CH2:9]2)=[O:18])[CH2:24][CH2:23][CH2:22][CH2:21][CH2:20]1. The catalyst class is: 2. (3) Reactant: C(C(CCCCN)C(O)=O)(OCC1C2C(=CC=CC=2)C2C1=CC=CC=2)=[O:2].[NH:27](C(OCC1C2C(=CC=CC=2)C2C1=CC=CC=2)=O)[C@H:28]([C:50]([OH:52])=[O:51])[CH2:29]SC(C1C=CC=CC=1)(C1C=CC=CC=1)C1C=CC=CC=1.C1C(C(O)=O)=CC2C3(OC(=O)C=2C=1)C1C=CC(O)=CC=1OC1C=C(O)C=CC3=1.[CH:98]1[CH:99]=[CH:100][C:101]2N(O)N=N[C:102]=2[CH:103]=1.CC(C)N=C=NC(C)C. Product: [NH2:27][C@H:28]([C:50]([OH:52])=[O:51])[CH2:29][C:98]1[CH:99]=[CH:100][C:101]([OH:2])=[CH:102][CH:103]=1. The catalyst class is: 3. (4) Reactant: [N:1]([C:7]([O:9][CH2:10][C:11]1[CH:16]=[CH:15][CH:14]=[CH:13][CH:12]=1)=[O:8])([CH2:3][C:4]([OH:6])=O)[CH3:2].C(N1CCOCC1)C.[B-](F)(F)(F)F.CCOC(C(C#N)=NOC(N(C)C)=[N+](C)C)=O.[CH2:47]([O:51][C:52]([N:54]1[CH2:59][CH2:58][NH:57][CH2:56][CH2:55]1)=[O:53])[CH2:48][CH2:49][CH3:50].C([O-])(O)=O.[Na+]. Product: [CH2:47]([O:51][C:52]([N:54]1[CH2:59][CH2:58][N:57]([C:4](=[O:6])[CH2:3][N:1]([C:7]([O:9][CH2:10][C:11]2[CH:16]=[CH:15][CH:14]=[CH:13][CH:12]=2)=[O:8])[CH3:2])[CH2:56][CH2:55]1)=[O:53])[CH2:48][CH2:49][CH3:50]. The catalyst class is: 39. (5) Reactant: [NH2:1][C@@H:2]1[CH2:7][CH2:6][CH2:5][C@H:4]([NH:8][C:9](=[O:18])[O:10][CH2:11][C:12]2[CH:17]=[CH:16][CH:15]=[CH:14][CH:13]=2)[CH2:3]1.CCN(CC)CC.[Cl:26][CH2:27][CH2:28][CH2:29][C:30](Cl)=[O:31]. Product: [Cl:26][CH2:27][CH2:28][CH2:29][C:30]([NH:1][C@@H:2]1[CH2:7][CH2:6][CH2:5][C@H:4]([NH:8][C:9](=[O:18])[O:10][CH2:11][C:12]2[CH:17]=[CH:16][CH:15]=[CH:14][CH:13]=2)[CH2:3]1)=[O:31]. The catalyst class is: 2. (6) Product: [F:14][C:15]1[CH:16]=[CH:17][C:18]([C:21]2[O:25][N:24]=[C:23]([C:26]([N:10]3[CH2:9][C@H:8]([CH:11]=[CH2:12])[NH:7][C:6](=[O:13])[C@@H:5]3[CH2:1][CH:2]([CH3:4])[CH3:3])=[O:27])[CH:22]=2)=[CH:19][CH:20]=1. The catalyst class is: 23. Reactant: [CH2:1]([C@@H:5]1[NH:10][CH2:9][C@H:8]([CH:11]=[CH2:12])[NH:7][C:6]1=[O:13])[CH:2]([CH3:4])[CH3:3].[F:14][C:15]1[CH:20]=[CH:19][C:18]([C:21]2[O:25][N:24]=[C:23]([C:26](O)=[O:27])[CH:22]=2)=[CH:17][CH:16]=1.C1C=C2N=NN(O)C2=CC=1.O.C(Cl)CCl.C(N(C(C)C)CC)(C)C.